This data is from Reaction yield outcomes from USPTO patents with 853,638 reactions. The task is: Predict the reaction yield, written as a fraction of the theoretical maximum amount of product (1.0 means a 100% yield; for example, 0.34 means a 34% yield). (1) The reactants are Cl[C:2]1[C:11]2[C:6](=[CH:7][CH:8]=[CH:9][CH:10]=2)[N:5]=[C:4]([CH3:12])[N:3]=1.[N+:13]([C:16]1[CH:21]=[CH:20][C:19]([NH:22][CH3:23])=[CH:18][CH:17]=1)([O-:15])=[O:14].[H-].[Na+]. The catalyst is CN(C)C=O. The product is [CH3:12][C:4]1[N:3]=[C:2]([N:22]([C:19]2[CH:18]=[CH:17][C:16]([N+:13]([O-:15])=[O:14])=[CH:21][CH:20]=2)[CH3:23])[C:11]2[C:6](=[CH:7][CH:8]=[CH:9][CH:10]=2)[N:5]=1. The yield is 0.670. (2) The reactants are [CH3:1][C:2]([O:5][C:6](O[C:6]([O:5][C:2]([CH3:4])([CH3:3])[CH3:1])=[O:7])=[O:7])([CH3:4])[CH3:3].[C:16]([O:20][C:21](=[O:28])[C@@H:22]1[CH2:26][CH2:25][C:24](=[O:27])[NH:23]1)([CH3:19])([CH3:18])[CH3:17]. The catalyst is CN(C1C=CN=CC=1)C.C(#N)C. The product is [C:16]([O:20][C:21](=[O:28])[C@@H:22]1[CH2:26][CH2:25][C:24](=[O:27])[N:23]1[C:6]([O:5][C:2]([CH3:4])([CH3:3])[CH3:1])=[O:7])([CH3:19])([CH3:17])[CH3:18]. The yield is 0.980. (3) The reactants are [N+:1]([C:4]1[CH:5]=[CH:6][C:7]2[O:12][C@:11]([CH:14]([O:17][CH3:18])[O:15][CH3:16])([CH3:13])[C@H:10]([OH:19])[C@@H:9]([N:20]3[C:24]4[CH:25]=[CH:26][CH:27]=[CH:28][C:23]=4[O:22][C:21]3=[S:29])[C:8]=2[CH:30]=1)([O-:3])=[O:2].[C:31](OC(=O)C)(=[O:33])[CH3:32].C(N(CC)CC)C.C([O-])(O)=O.[Na+]. The product is [N+:1]([C:4]1[CH:5]=[CH:6][C:7]2[O:12][C@:11]([CH:14]([O:15][CH3:16])[O:17][CH3:18])([CH3:13])[C@H:10]([O:19][C:31](=[O:33])[CH3:32])[C@@H:9]([N:20]3[C:24]4[CH:25]=[CH:26][CH:27]=[CH:28][C:23]=4[O:22][C:21]3=[S:29])[C:8]=2[CH:30]=1)([O-:3])=[O:2]. The yield is 0.970. The catalyst is ClCCl.CN(C)C1C=CN=CC=1. (4) The reactants are [NH2:1][C:2]1[CH:7]=[CH:6][CH:5]=[CH:4][CH:3]=1.[CH3:8][C:9]1[C:13]2[CH:14]=[C:15]([O:20][CH3:21])[C:16]([O:18][CH3:19])=[CH:17][C:12]=2[O:11][C:10]=1[C:22](O)=[O:23].C1CCC(N=C=NC2CCCCC2)CC1. The catalyst is ClCCl.CN(C1C=CN=CC=1)C. The product is [CH3:21][O:20][C:15]1[C:16]([O:18][CH3:19])=[CH:17][C:12]2[O:11][C:10]([C:22]([NH:1][C:2]3[CH:7]=[CH:6][CH:5]=[CH:4][CH:3]=3)=[O:23])=[C:9]([CH3:8])[C:13]=2[CH:14]=1. The yield is 0.710. (5) The yield is 0.920. The product is [CH2:1]([O:8][CH2:9][C:10]1([C:20]2[CH:24]=[C:23]([C:25]3[CH:26]=[CH:27][C:28]([CH3:31])=[CH:29][CH:30]=3)[N:22]([C:32]3[CH:37]=[CH:36][C:35]([O:38][CH3:39])=[CH:34][CH:33]=3)[N:21]=2)[CH2:19][CH2:18][C:13](=[O:14])[CH2:12][CH2:11]1)[C:2]1[CH:7]=[CH:6][CH:5]=[CH:4][CH:3]=1. The catalyst is O1CCCC1.Cl. The reactants are [CH2:1]([O:8][CH2:9][C:10]1([C:20]2[CH:24]=[C:23]([C:25]3[CH:30]=[CH:29][C:28]([CH3:31])=[CH:27][CH:26]=3)[N:22]([C:32]3[CH:37]=[CH:36][C:35]([O:38][CH3:39])=[CH:34][CH:33]=3)[N:21]=2)[CH2:19][CH2:18][C:13]2(OCC[O:14]2)[CH2:12][CH2:11]1)[C:2]1[CH:7]=[CH:6][CH:5]=[CH:4][CH:3]=1.[OH-].[Na+]. (6) The reactants are Cl[C:2]1[C:7]2[CH:8]=[CH:9][CH:10]=[CH:11][C:6]=2[O:5][C:4](=[O:12])[N:3]=1.[C:13]([C:15]1([NH:24][C:25](=[O:35])[CH:26]([NH2:34])[CH2:27][CH2:28][C:29]([CH3:33])([CH3:32])[CH2:30][CH3:31])[CH2:20][CH2:19][N:18]([CH2:21][CH2:22][CH3:23])[CH2:17][CH2:16]1)#[N:14].CN1CCOCC1. The catalyst is C(#N)C. The product is [C:13]([C:15]1([NH:24][C:25](=[O:35])[CH:26]([NH:34][C:2]2[C:7]3[CH:8]=[CH:9][CH:10]=[CH:11][C:6]=3[O:5][C:4](=[O:12])[N:3]=2)[CH2:27][CH2:28][C:29]([CH3:33])([CH3:32])[CH2:30][CH3:31])[CH2:16][CH2:17][N:18]([CH2:21][CH2:22][CH3:23])[CH2:19][CH2:20]1)#[N:14]. The yield is 0.160. (7) The reactants are [Cl:1][C:2]1[CH:7]=[CH:6][CH:5]=[C:4]([Cl:8])[C:3]=1[C:9]1[O:10][C:11]2[C:12](=[C:14]([C:18](O)=[O:19])[CH:15]=[CH:16][CH:17]=2)[N:13]=1.Cl.Cl.[NH2:23][CH:24]1[CH2:31][CH:30]2[N:32]([CH3:33])[CH:26]([CH2:27][CH2:28][CH2:29]2)[CH2:25]1.Cl.C(N=C=NCCCN(C)C)C.ON1C2C=CC=CC=2N=N1.C(N(CC)CC)C. The catalyst is CN(C=O)C.ClCCl. The product is [CH3:33][N:32]1[CH:26]2[CH2:27][CH2:28][CH2:29][CH:30]1[CH2:31][CH:24]([NH:23][C:18]([C:14]1[CH:15]=[CH:16][CH:17]=[C:11]3[O:10][C:9]([C:3]4[C:4]([Cl:8])=[CH:5][CH:6]=[CH:7][C:2]=4[Cl:1])=[N:13][C:12]=13)=[O:19])[CH2:25]2. The yield is 0.380. (8) The reactants are [Br:1][C:2]1[C:3]([CH3:10])=[CH:4][C:5]([C:8]#[N:9])=[N:6][CH:7]=1.[N-:11]=[N+:12]=[N-:13].[Na+].Cl.C(N(CC)CC)C. The catalyst is C1(C)C(C)=CC=CC=1. The product is [Br:1][C:2]1[C:3]([CH3:10])=[CH:4][C:5]([C:8]2[N:11]=[N:12][NH:13][N:9]=2)=[N:6][CH:7]=1. The yield is 0.800. (9) The yield is 0.980. The reactants are [N:1]1[CH:6]=[CH:5][CH:4]=[C:3]([CH2:7][CH2:8][NH2:9])[CH:2]=1.[C:10]([O:14][C:15]([N:17]1[CH2:22][CH2:21][CH:20]([S:23]([CH2:26][C:27]2[N:28]=[C:29]([C:33]3[CH:41]=[CH:40][C:36]([C:37](O)=[O:38])=[CH:35][CH:34]=3)[O:30][C:31]=2[CH3:32])(=[O:25])=[O:24])[CH2:19][CH2:18]1)=[O:16])([CH3:13])([CH3:12])[CH3:11].C1C=CC2N(O)N=NC=2C=1.CCN=C=NCCCN(C)C.C(N(CC)CC)C. The product is [N:1]1[CH:6]=[CH:5][CH:4]=[C:3]([CH2:7][CH2:8][NH:9][C:37]([C:36]2[CH:35]=[CH:34][C:33]([C:29]3[O:30][C:31]([CH3:32])=[C:27]([CH2:26][S:23]([CH:20]4[CH2:21][CH2:22][N:17]([C:15]([O:14][C:10]([CH3:12])([CH3:11])[CH3:13])=[O:16])[CH2:18][CH2:19]4)(=[O:24])=[O:25])[N:28]=3)=[CH:41][CH:40]=2)=[O:38])[CH:2]=1. The catalyst is CN(C)C=O.